This data is from Catalyst prediction with 721,799 reactions and 888 catalyst types from USPTO. The task is: Predict which catalyst facilitates the given reaction. Reactant: C(=O)([O-])[O-].[Cs+].[Cs+].[C:7]([C:10]1[CH:19]=[CH:18][C:13]2[NH:14][C:15](=[O:17])[S:16][C:12]=2[CH:11]=1)(=[O:9])[CH3:8].[CH3:20][O:21][CH2:22]Cl.CCOC(C)=O. Product: [C:7]([C:10]1[CH:19]=[CH:18][C:13]2[N:14]([CH2:20][O:21][CH3:22])[C:15](=[O:17])[S:16][C:12]=2[CH:11]=1)(=[O:9])[CH3:8]. The catalyst class is: 9.